Task: Predict the reaction yield, written as a fraction of the theoretical maximum amount of product (1.0 means a 100% yield; for example, 0.34 means a 34% yield).. Dataset: Reaction yield outcomes from USPTO patents with 853,638 reactions (1) The reactants are [NH2:1][C:2]1[CH:7]=[C:6]([O:8][CH3:9])[N:5]=[CH:4][N:3]=1.C[Si]([N-][Si](C)(C)C)(C)C.[Na+].Cl[C:21]1[N:26]=[C:25]([N:27]2[CH2:32][CH2:31][O:30][CH2:29][CH2:28]2)[N:24]=[C:23]([N:33]2[C:37]3[CH:38]=[CH:39][CH:40]=[C:41]([O:42][CH3:43])[C:36]=3[N:35]=[C:34]2[CH:44]([F:46])[F:45])[N:22]=1. The catalyst is C1COCC1.C(O)(=O)C.O. The product is [F:46][CH:44]([F:45])[C:34]1[N:33]([C:23]2[N:24]=[C:25]([N:27]3[CH2:32][CH2:31][O:30][CH2:29][CH2:28]3)[N:26]=[C:21]([NH:1][C:2]3[CH:7]=[C:6]([O:8][CH3:9])[N:5]=[CH:4][N:3]=3)[N:22]=2)[C:37]2[CH:38]=[CH:39][CH:40]=[C:41]([O:42][CH3:43])[C:36]=2[N:35]=1. The yield is 0.300. (2) The reactants are [CH3:1][C:2]1[CH:6]=[C:5]([NH:7][C:8](=[O:16])[O:9][C:10]2[CH:15]=[CH:14][CH:13]=[CH:12][CH:11]=2)[N:4]([C:17]2[CH:22]=[CH:21][CH:20]=[CH:19][CH:18]=2)[N:3]=1.[B-](F)(F)(F)[F:24].[B-](F)(F)(F)F.C1[N+]2(CCl)CC[N+](F)(CC2)C1. The catalyst is C(#N)C. The product is [F:24][C:6]1[C:2]([CH3:1])=[N:3][N:4]([C:17]2[CH:22]=[CH:21][CH:20]=[CH:19][CH:18]=2)[C:5]=1[NH:7][C:8](=[O:16])[O:9][C:10]1[CH:15]=[CH:14][CH:13]=[CH:12][CH:11]=1. The yield is 0.584. (3) The reactants are [CH3:1][C:2]1[NH:3][C:4](=[O:26])[C:5]([CH2:11][C:12]2[CH:17]=[CH:16][C:15]([C:18]3[C:19]([C:24]#[N:25])=[CH:20][CH:21]=[CH:22][CH:23]=3)=[CH:14][CH:13]=2)=[C:6]([CH2:8][CH2:9][CH3:10])[N:7]=1.[CH3:27][C:28]1([CH3:40])[CH2:32][C:31]2[CH:33]=[C:34](B(O)O)[CH:35]=[CH:36][C:30]=2[O:29]1.C(N(CC)CC)C.N1C=CC=CC=1. The catalyst is C(Cl)Cl.C(OCC)(=O)C.C([O-])(=O)C.[Cu+2].C([O-])(=O)C. The product is [CH3:27][C:28]1([CH3:40])[CH2:32][C:31]2[CH:33]=[C:34]([N:3]3[C:4](=[O:26])[C:5]([CH2:11][C:12]4[CH:17]=[CH:16][C:15]([C:18]5[C:19]([C:24]#[N:25])=[CH:20][CH:21]=[CH:22][CH:23]=5)=[CH:14][CH:13]=4)=[C:6]([CH2:8][CH2:9][CH3:10])[N:7]=[C:2]3[CH3:1])[CH:35]=[CH:36][C:30]=2[O:29]1. The yield is 0.750. (4) The reactants are [CH3:1][CH2:2][O:3][P:4]([O:15][CH2:16][CH3:17])([CH2:6][CH2:7][C:8]1[CH:13]=[CH:12][N+:11]([O-])=[CH:10][CH:9]=1)=[O:5].C[Si]([C:22]#[N:23])(C)C.CN(C)C(Cl)=O. The catalyst is [N+](CC)([O-])=O. The product is [C:22]([C:12]1[CH:13]=[C:8]([CH2:7][CH2:6][P:4](=[O:5])([O:15][CH2:16][CH3:17])[O:3][CH2:2][CH3:1])[CH:9]=[CH:10][N:11]=1)#[N:23]. The yield is 0.710. (5) The reactants are [CH3:1][O:2][C:3]1[CH:4]=[C:5]([C@H:9]2[CH2:18][C:17](=O)[C:16]3[C:11](=[CH:12][CH:13]=[C:14]([C:20]([O:22][CH3:23])=[O:21])[CH:15]=3)[O:10]2)[CH:6]=[CH:7][CH:8]=1.C([O-])(=O)C.[Na+].Cl.[CH3:30][O:31][NH2:32]. The catalyst is CO. The product is [CH3:30][O:31][N:32]=[C:17]1[C:16]2[C:11](=[CH:12][CH:13]=[C:14]([C:20]([O:22][CH3:23])=[O:21])[CH:15]=2)[O:10][C@@H:9]([C:5]2[CH:6]=[CH:7][CH:8]=[C:3]([O:2][CH3:1])[CH:4]=2)[CH2:18]1. The yield is 0.415. (6) The reactants are [F:1][C:2]1[CH:3]=[C:4]([C:14]2[CH:19]=[CH:18][CH:17]=[C:16]([N:20]([CH3:31])[C:21]([NH:23][CH2:24][CH2:25][CH2:26][CH2:27][CH2:28][CH2:29][CH3:30])=[O:22])[CH:15]=2)[CH:5]=[CH:6][C:7]=1[CH:8]=[CH:9][C:10]([O:12][CH3:13])=[O:11]. The catalyst is CO.[Pd]. The product is [F:1][C:2]1[CH:3]=[C:4]([C:14]2[CH:19]=[CH:18][CH:17]=[C:16]([N:20]([CH3:31])[C:21]([NH:23][CH2:24][CH2:25][CH2:26][CH2:27][CH2:28][CH2:29][CH3:30])=[O:22])[CH:15]=2)[CH:5]=[CH:6][C:7]=1[CH2:8][CH2:9][C:10]([O:12][CH3:13])=[O:11]. The yield is 0.940.